Predict the reactants needed to synthesize the given product. From a dataset of Full USPTO retrosynthesis dataset with 1.9M reactions from patents (1976-2016). (1) Given the product [CH3:1][N:2]1[CH2:14][CH2:13][C:12]2[C:11]3[C:6](=[CH:7][CH:8]=[C:9]([CH3:15])[CH:10]=3)[N:5]([CH2:18][C:19]([C:22]3[CH:23]=[N:24][CH:25]=[CH:26][CH:27]=3)([OH:20])[CH3:21])[C:4]=2[CH2:3]1, predict the reactants needed to synthesize it. The reactants are: [CH3:1][N:2]1[CH2:14][CH2:13][C:12]2[C:11]3[C:6](=[CH:7][CH:8]=[C:9]([CH3:15])[CH:10]=3)[NH:5][C:4]=2[CH2:3]1.[H-].[Na+].[CH3:18][C:19]1([C:22]2[CH:23]=[N:24][CH:25]=[CH:26][CH:27]=2)[CH2:21][O:20]1. (2) Given the product [C:15]([O:14][C:12]([NH:11][C:9]1[O:10][C:4]2[C:5](=[N:6][CH:7]=[C:2]([CH3:23])[CH:3]=2)[C:8]=1[C:19]([O:21][CH3:22])=[O:20])=[O:13])([CH3:18])([CH3:17])[CH3:16], predict the reactants needed to synthesize it. The reactants are: Br[C:2]1[CH:3]=[C:4]2[O:10][C:9]([NH:11][C:12]([O:14][C:15]([CH3:18])([CH3:17])[CH3:16])=[O:13])=[C:8]([C:19]([O:21][CH3:22])=[O:20])[C:5]2=[N:6][CH:7]=1.[CH3:23]B1OB(C)OB(C)O1.C([O-])([O-])=O.[Cs+].[Cs+].